From a dataset of Choline transporter screen with 302,306 compounds. Binary Classification. Given a drug SMILES string, predict its activity (active/inactive) in a high-throughput screening assay against a specified biological target. (1) The molecule is Fc1cc(CN2C(CN(C3CCC3)CC2)CCO)ccc1F. The result is 0 (inactive). (2) The drug is O(C(=O)C(c1nc2c(nc1N1CCCC1)cccc2)C#N)CC=C. The result is 0 (inactive). (3) The molecule is Clc1ccc(c2oc(nn2)c2c(S(=O)(=O)Cc3ccc(cc3)C)cccc2)cc1. The result is 0 (inactive). (4) The compound is O(C(=O)N1CCC(NC2=C(NCCCN(CC)CC)C(=O)C2=O)CC1)CC. The result is 0 (inactive). (5) The compound is Clc1c(S(=O)(=O)NCc2ncccc2)cc(Cl)c(OC)c1. The result is 0 (inactive). (6) The molecule is O=C(Nc1ccccc1)c1n(Cc2ccc(cc2)C)ccn1. The result is 0 (inactive).